Predict the product of the given reaction. From a dataset of Forward reaction prediction with 1.9M reactions from USPTO patents (1976-2016). (1) Given the reactants [F:1][C:2]1[CH:7]=[CH:6][C:5]([C@@H:8]2[N:13]([C@@H](C3C=CC=CC=3)CO)[C:12](=O)[CH2:11][CH2:10][CH2:9]2)=[CH:4][CH:3]=1, predict the reaction product. The product is: [F:1][C:2]1[CH:3]=[CH:4][C:5]([C@H:8]2[CH2:9][CH2:10][CH2:11][CH2:12][NH:13]2)=[CH:6][CH:7]=1. (2) Given the reactants [CH3:1][O:2][C:3]1[CH:4]=[C:5]([NH:11][C:12](=[O:14])[CH3:13])[CH:6]=[CH:7][C:8]=1[O:9][CH3:10].[I:15]Cl.[O-]S([O-])(=S)=O.[Na+].[Na+], predict the reaction product. The product is: [I:15][C:6]1[CH:7]=[C:8]([O:9][CH3:10])[C:3]([O:2][CH3:1])=[CH:4][C:5]=1[NH:11][C:12](=[O:14])[CH3:13].